From a dataset of Forward reaction prediction with 1.9M reactions from USPTO patents (1976-2016). Predict the product of the given reaction. (1) Given the reactants [CH2:1]([C:8]12[CH2:24][CH2:23][C:22](=[O:25])[CH:21]=[C:9]1[CH2:10][CH2:11][CH2:12][C:13]1[CH:18]=[C:17]([O:19][CH3:20])[CH:16]=[CH:15][C:14]=12)[C:2]1[CH:7]=[CH:6][CH:5]=[CH:4][CH:3]=1.[CH3:26][O:27][C:28]1[CH:29]=[CH:30][C:31]2[CH:37]([CH2:38][CH2:39][CH3:40])[C:36](=[O:41])[CH2:35][CH2:34][CH2:33][C:32]=2[CH:42]=1, predict the reaction product. The product is: [CH2:38]([CH:37]1[C:31]2[CH:30]=[CH:29][C:28]([O:27][CH3:26])=[CH:42][C:32]=2[CH2:33][CH2:34][CH2:35][C:36]1=[O:41])[C:39]1[CH:3]=[CH:2][CH:1]=[CH:8][CH:40]=1.[CH2:1]([C:8]12[CH2:24][CH2:23][C:22](=[O:25])[CH:21]=[C:9]1[CH2:10][CH2:11][CH2:12][C:13]1[CH:18]=[C:17]([O:19][CH3:20])[CH:16]=[CH:15][C:14]=12)[C:2]1[CH:3]=[CH:4][CH:5]=[CH:6][CH:7]=1. (2) Given the reactants C([N:8]1[CH2:13][CH2:12][CH:11]([NH:14][C:15](=[O:21])[O:16][C:17]([CH3:20])([CH3:19])[CH3:18])[CH:10]([OH:22])[CH2:9]1)C1C=CC=CC=1.[H][H], predict the reaction product. The product is: [OH:22][CH:10]1[CH:11]([NH:14][C:15](=[O:21])[O:16][C:17]([CH3:19])([CH3:18])[CH3:20])[CH2:12][CH2:13][NH:8][CH2:9]1. (3) The product is: [C:22]([O:21][C:19]([N:1]1[CH2:5][CH2:4][CH2:3][C@H:2]1[C:6]([O:8][C:9]1[CH:14]=[C:13]([CH:12]=[CH:11][C:10]=1[O:17][CH3:18])[C:15]([OH:28])=[O:16])=[O:7])=[O:20])([CH3:25])([CH3:24])[CH3:23]. Given the reactants [N:1]1([C:19]([O:21][C:22]([CH3:25])([CH3:24])[CH3:23])=[O:20])[CH2:5][CH2:4][CH2:3][C@H:2]1[C:6]([O:8][C:9]1[CH:14]=[C:13]([CH:15]=[O:16])[CH:12]=[CH:11][C:10]=1[O:17][CH3:18])=[O:7].S(=O)(=O)([OH:28])N.Cl([O-])=O.[Na+], predict the reaction product.